This data is from Reaction yield outcomes from USPTO patents with 853,638 reactions. The task is: Predict the reaction yield, written as a fraction of the theoretical maximum amount of product (1.0 means a 100% yield; for example, 0.34 means a 34% yield). The reactants are Br[C:2]1[CH:3]=[C:4]([OH:14])[CH:5]=[C:6]([O:8][C@@H:9]([CH3:13])[CH2:10][O:11][CH3:12])[CH:7]=1.[B:15]1([B:15]2[O:19][C:18]([CH3:21])([CH3:20])[C:17]([CH3:23])([CH3:22])[O:16]2)[O:19][C:18]([CH3:21])([CH3:20])[C:17]([CH3:23])([CH3:22])[O:16]1.C([O-])(=O)C.[K+].O. The catalyst is CN(C)C=O. The product is [CH3:12][O:11][CH2:10][C@H:9]([CH3:13])[O:8][C:6]1[CH:5]=[C:4]([OH:14])[CH:3]=[C:2]([B:15]2[O:19][C:18]([CH3:21])([CH3:20])[C:17]([CH3:23])([CH3:22])[O:16]2)[CH:7]=1. The yield is 0.890.